Predict the reactants needed to synthesize the given product. From a dataset of Full USPTO retrosynthesis dataset with 1.9M reactions from patents (1976-2016). (1) The reactants are: [ClH:1].[OH:2][S:3]([OH:6])(=[O:5])=[O:4].[CH3:7][C:8]([OH:10])=[O:9]. Given the product [ClH:1].[OH:5][S:3]([OH:6])(=[O:4])=[O:2].[C:8]([OH:10])(=[O:9])[CH2:7][CH2:7][C:8]([OH:10])=[O:9], predict the reactants needed to synthesize it. (2) Given the product [Cl:29][C:26]1[CH:25]=[CH:24][C:23]([CH2:22][C@@H:2]([NH:1][C:41]([C@@H:40]2[CH2:44][CH2:45][CH2:46][N:39]2[C:47]([O:49][C:50]([CH3:53])([CH3:52])[CH3:51])=[O:48])=[O:42])[C:3]([N:5]2[CH2:10][CH2:9][CH:8]([C:11]3[CH:16]=[CH:15][CH:14]=[CH:13][C:12]=3[NH:17][S:18]([CH3:21])(=[O:19])=[O:20])[CH2:7][CH2:6]2)=[O:4])=[CH:28][CH:27]=1, predict the reactants needed to synthesize it. The reactants are: [NH2:1][C@H:2]([CH2:22][C:23]1[CH:28]=[CH:27][C:26]([Cl:29])=[CH:25][CH:24]=1)[C:3]([N:5]1[CH2:10][CH2:9][CH:8]([C:11]2[CH:16]=[CH:15][CH:14]=[CH:13][C:12]=2[NH:17][S:18]([CH3:21])(=[O:20])=[O:19])[CH2:7][CH2:6]1)=[O:4].CCN(C(C)C)C(C)C.[N:39]1([C:47]([O:49][C:50]([CH3:53])([CH3:52])[CH3:51])=[O:48])[CH2:46][CH2:45][CH2:44][C@H:40]1[C:41](O)=[O:42].C1C=NC2N(O)N=NC=2C=1.C(Cl)CCl. (3) Given the product [C:12]([O:11][C:3]1[C:2]([CH3:1])=[CH:10][CH:9]=[CH:8][C:4]=1[C:5]([OH:7])=[O:6])(=[O:14])[CH3:13], predict the reactants needed to synthesize it. The reactants are: [CH3:1][C:2]1[CH:10]=[CH:9][CH:8]=[C:4]([C:5]([OH:7])=[O:6])[C:3]=1[OH:11].[C:12](OC(=O)C)(=[O:14])[CH3:13].C([O-])(O)=O.[Na+].Cl. (4) The reactants are: [CH3:1][O:2][C:3](=[O:12])[C:4]1[CH:9]=[C:8](F)[CH:7]=[CH:6][C:5]=1[Cl:11].Cl.[CH3:14][NH:15][CH3:16].C(=O)([O-])[O-].[K+].[K+]. Given the product [CH3:1][O:2][C:3](=[O:12])[C:4]1[CH:9]=[C:8]([N:15]([CH3:16])[CH3:14])[CH:7]=[CH:6][C:5]=1[Cl:11], predict the reactants needed to synthesize it. (5) Given the product [F:10][C:8]1[CH:9]=[C:4]([CH2:3][OH:2])[C:5]([O:11][CH3:12])=[N:6][CH:7]=1, predict the reactants needed to synthesize it. The reactants are: C[O:2][C:3](=O)[C:4]1[CH:9]=[C:8]([F:10])[CH:7]=[N:6][C:5]=1[O:11][CH3:12].[H-].[Al+3].[Li+].[H-].[H-].[H-]. (6) Given the product [C:1]([O:5][C:6](=[O:36])[N:7]([C@H:9]([C:31]1[O:32][CH:33]=[CH:34][CH:35]=1)[C@H:10]([CH3:30])[CH2:11][OH:12])[CH3:8])([CH3:2])([CH3:3])[CH3:4], predict the reactants needed to synthesize it. The reactants are: [C:1]([O:5][C:6](=[O:36])[N:7]([C@H:9]([C:31]1[O:32][CH:33]=[CH:34][CH:35]=1)[C@H:10]([CH3:30])[CH2:11][O:12][Si](C(C)(C)C)(C1C=CC=CC=1)C1C=CC=CC=1)[CH3:8])([CH3:4])([CH3:3])[CH3:2].[F-].C([N+](CCCC)(CCCC)CCCC)CCC.O.CCOC(C)=O. (7) Given the product [CH3:18][O:17][C:7]1[C:5]2[N:6]=[C:2]([NH:1][C:19]([N:23]3[CH2:28][CH2:27][S:26][CH2:25][CH2:24]3)=[O:20])[S:3][C:4]=2[C:10]([N:11]2[CH2:16][CH2:15][O:14][CH2:13][CH2:12]2)=[CH:9][CH:8]=1, predict the reactants needed to synthesize it. The reactants are: [NH2:1][C:2]1[S:3][C:4]2[C:10]([N:11]3[CH2:16][CH2:15][O:14][CH2:13][CH2:12]3)=[CH:9][CH:8]=[C:7]([O:17][CH3:18])[C:5]=2[N:6]=1.[C:19](Cl)(Cl)=[O:20].[NH:23]1[CH2:28][CH2:27][S:26][CH2:25][CH2:24]1.